Dataset: Full USPTO retrosynthesis dataset with 1.9M reactions from patents (1976-2016). Task: Predict the reactants needed to synthesize the given product. (1) Given the product [Cl:39][CH2:38][CH2:37][O:1][C:2]1[CH:7]=[CH:6][CH:5]=[CH:4][C:3]=1[C:8]1([NH:11][C:12]2[C:13](=[O:29])[N:14]([C:18]3[CH:19]=[C:20]([CH:25]=[CH:26][C:27]=3[CH3:28])[C:21]([O:23][CH3:24])=[O:22])[CH:15]=[CH:16][N:17]=2)[CH2:9][CH2:10]1, predict the reactants needed to synthesize it. The reactants are: [OH:1][C:2]1[CH:7]=[CH:6][CH:5]=[CH:4][C:3]=1[C:8]1([NH:11][C:12]2[C:13](=[O:29])[N:14]([C:18]3[CH:19]=[C:20]([CH:25]=[CH:26][C:27]=3[CH3:28])[C:21]([O:23][CH3:24])=[O:22])[CH:15]=[CH:16][N:17]=2)[CH2:10][CH2:9]1.C(=O)([O-])[O-].[K+].[K+].Br[CH2:37][CH2:38][Cl:39]. (2) Given the product [CH:36]1([C:39]2[C:40]([O:49][CH2:50][CH:51]3[CH2:52][CH2:53][N:54]([CH2:57][C:58]4[N:59]=[C:60]([CH3:63])[S:61][CH:62]=4)[CH2:55][CH2:56]3)=[CH:41][C:42]([F:48])=[C:43]([CH:47]=2)[C:44]([NH:75][S:72]([CH:69]2[CH2:71][CH2:70]2)(=[O:74])=[O:73])=[O:46])[CH2:38][CH2:37]1, predict the reactants needed to synthesize it. The reactants are: ClC1C(F)=C(C=C(C(F)(F)F)C=1)CN1CCC(COC2C(C3CC3)=CC(C(O)=O)=C(F)C=2)(F)CC1.[CH:36]1([C:39]2[C:40]([O:49][CH2:50][CH:51]3[CH2:56][CH2:55][N:54]([CH2:57][C:58]4[N:59]=[C:60]([CH3:63])[S:61][CH:62]=4)[CH2:53][CH2:52]3)=[CH:41][C:42]([F:48])=[C:43]([CH:47]=2)[C:44]([OH:46])=O)[CH2:38][CH2:37]1.CS(N)(=O)=O.[CH:69]1([S:72]([NH2:75])(=[O:74])=[O:73])[CH2:71][CH2:70]1. (3) The reactants are: Cl.Cl.[N:3]1([C:7]2[N:12]=[CH:11][C:10]([C:13]3([C:16](Cl)=[O:17])[CH2:15][CH2:14]3)=[CH:9][CH:8]=2)[CH2:6][CH2:5][CH2:4]1.CC1(C)C2CCC1(CS(O)(=O)=O)C(=O)C2.[NH:34]1[CH2:38][CH2:37][C@@:36]2([C:46]3[CH:45]=[CH:44][N:43]=[CH:42][C:41]=3[C:40](=[O:47])[O:39]2)[CH2:35]1.C(Cl)Cl.C(N(CC)C(C)C)(C)C. Given the product [N:3]1([C:7]2[N:12]=[CH:11][C:10]([C:13]3([C:16]([N:34]4[CH2:38][CH2:37][C@@:36]5([C:46]6[CH:45]=[CH:44][N:43]=[CH:42][C:41]=6[C:40](=[O:47])[O:39]5)[CH2:35]4)=[O:17])[CH2:15][CH2:14]3)=[CH:9][CH:8]=2)[CH2:6][CH2:5][CH2:4]1, predict the reactants needed to synthesize it. (4) Given the product [I:15][C:5]1[S:4][N:3]=[C:2]([CH3:1])[C:6]=1[C:7]([OH:9])=[O:8], predict the reactants needed to synthesize it. The reactants are: [CH3:1][C:2]1[C:6]([C:7]([OH:9])=[O:8])=[CH:5][S:4][N:3]=1.C([Li])CCC.[I-:15].Cl. (5) Given the product [CH3:26][N:25]([CH3:27])[C:23]([C:20]1[O:21][C:22]2[C:14]([N:11]3[CH2:12][CH2:13][NH:8][CH2:9][CH2:10]3)=[CH:15][CH:16]=[CH:17][C:18]=2[CH:19]=1)=[O:24], predict the reactants needed to synthesize it. The reactants are: C([N:8]1[CH2:13][CH2:12][N:11]([C:14]2[C:22]3[O:21][C:20]([C:23]([N:25]([CH3:27])[CH3:26])=[O:24])=[CH:19][C:18]=3[CH:17]=[CH:16][CH:15]=2)[CH2:10][CH2:9]1)C1C=CC=CC=1.C(O)(=O)C.C(N(CC)CC)C. (6) Given the product [NH2:1][C:2]1[C:10]([O:11][CH3:12])=[CH:9][C:8]([I:13])=[CH:7][C:3]=1[C:4]([OH:6])=[O:5], predict the reactants needed to synthesize it. The reactants are: [NH2:1][C:2]1[C:10]([O:11][CH3:12])=[CH:9][CH:8]=[CH:7][C:3]=1[C:4]([OH:6])=[O:5].[I:13]Cl. (7) Given the product [CH3:22][O:21][C:18]1[CH:19]=[CH:20][C:15]([CH:14]2[O:40][C@H:28]([CH2:29][CH2:30][CH2:31][CH2:32][CH2:33][CH2:34][CH2:35][CH2:36][CH2:37][CH2:38][CH3:39])[CH2:27][CH2:26][O:25]2)=[CH:16][CH:17]=1, predict the reactants needed to synthesize it. The reactants are: C1(C)C=CC(S(O)(=O)=O)=CC=1.CO[CH:14](OC)[C:15]1[CH:20]=[CH:19][C:18]([O:21][CH3:22])=[CH:17][CH:16]=1.[OH:25][CH2:26][CH2:27][C@H:28]([OH:40])[CH2:29][CH2:30][CH2:31][CH2:32][CH2:33][CH2:34][CH2:35][CH2:36][CH2:37][CH2:38][CH3:39].C(OCC)(=O)C.